Dataset: Full USPTO retrosynthesis dataset with 1.9M reactions from patents (1976-2016). Task: Predict the reactants needed to synthesize the given product. The reactants are: [CH2:1]([O:4][C@@H:5]1[CH2:9][N:8]([CH:10]2[CH2:15][CH2:14][O:13][CH2:12][CH2:11]2)[CH2:7][C@H:6]1[NH:16][C:17](=[O:32])[CH2:18][NH:19][C:20](=[O:31])[C:21]1[CH:26]=[CH:25][CH:24]=[C:23]([C:27]([F:30])([F:29])[F:28])[CH:22]=1)[CH:2]=[CH2:3].Br[CH2:34]C#CC.C(Br)C=C. Given the product [CH2:1]([O:4][C@@H:5]1[CH2:9][N:8]([CH:10]2[CH2:11][CH2:12][O:13][CH2:14][CH2:15]2)[CH2:7][C@H:6]1[NH:16][C:17](=[O:32])[CH2:18][NH:19][C:20](=[O:31])[C:21]1[CH:26]=[CH:25][CH:24]=[C:23]([C:27]([F:28])([F:29])[F:30])[CH:22]=1)[C:2]#[C:3][CH3:34], predict the reactants needed to synthesize it.